Task: Predict the reactants needed to synthesize the given product.. Dataset: Full USPTO retrosynthesis dataset with 1.9M reactions from patents (1976-2016) (1) Given the product [N+:8]([C:3]1[C:2]([N:11]2[CH2:16][CH2:15][O:14][CH2:13][CH2:12]2)=[CH:7][CH:6]=[CH:5][N:4]=1)([O-:10])=[O:9], predict the reactants needed to synthesize it. The reactants are: Br[C:2]1[C:3]([N+:8]([O-:10])=[O:9])=[N:4][CH:5]=[CH:6][CH:7]=1.[NH:11]1[CH2:16][CH2:15][O:14][CH2:13][CH2:12]1.[N].C(=O)([O-])[O-].[K+].[K+].O. (2) Given the product [NH2:7][C@H:8]([CH2:9][CH3:10])[CH2:11][NH:12][C:13]1[C:22]2[C:17](=[CH:18][CH:19]=[CH:20][CH:21]=2)[N:16]=[C:15]([C:23]2[CH:28]=[C:27]([O:29][CH2:40][CH2:41][N:42]3[CH2:47][CH2:46][O:45][CH2:44][CH2:43]3)[CH:26]=[CH:25][C:24]=2[OH:30])[N:14]=1, predict the reactants needed to synthesize it. The reactants are: C(OC(=O)[NH:7][C@@H:8]([CH2:11][NH:12][C:13]1[C:22]2[C:17](=[CH:18][CH:19]=[CH:20][CH:21]=2)[N:16]=[C:15]([C:23]2[CH:28]=[C:27]([OH:29])[CH:26]=[CH:25][C:24]=2[OH:30])[N:14]=1)[CH2:9][CH3:10])(C)(C)C.C(=O)([O-])[O-].[K+].[K+].Cl.Cl[CH2:40][CH2:41][N:42]1[CH2:47][CH2:46][O:45][CH2:44][CH2:43]1. (3) Given the product [C:1]([C:5]1[CH:10]=[CH:9][C:8]([C:11]2[N:15]([CH3:16])[N:14]=[C:13]([C:17](=[N:19][NH:20][C:21]([C:23]3[CH:32]=[CH:31][C:26]([C:27]([OH:29])=[O:28])=[C:25]([Cl:33])[CH:24]=3)=[O:22])[CH3:18])[C:12]=2[OH:34])=[CH:7][CH:6]=1)([CH3:2])([CH3:3])[CH3:4], predict the reactants needed to synthesize it. The reactants are: [C:1]([C:5]1[CH:10]=[CH:9][C:8]([C:11]2[N:15]([CH3:16])[N:14]=[C:13]([C:17](=[N:19][NH:20][C:21]([C:23]3[CH:32]=[CH:31][C:26]([C:27]([O:29]C)=[O:28])=[C:25]([Cl:33])[CH:24]=3)=[O:22])[CH3:18])[C:12]=2[OH:34])=[CH:7][CH:6]=1)([CH3:4])([CH3:3])[CH3:2].CO.[OH-].[Na+].Cl. (4) Given the product [Cl:32][C:4]1[CH:5]2[CH2:9][CH:8]([CH2:7][CH2:6]2)[C:2](=[O:1])[C:3]=1[C:11]([C:13]1[C:14]([CH3:23])=[N:15][C:16]([C:19]([F:22])([F:21])[F:20])=[CH:17][CH:18]=1)=[O:12], predict the reactants needed to synthesize it. The reactants are: [OH:1][C:2]1[CH:8]2[CH2:9][CH:5]([CH2:6][CH2:7]2)[C:4](=O)[C:3]=1[C:11]([C:13]1[C:14]([CH3:23])=[N:15][C:16]([C:19]([F:22])([F:21])[F:20])=[CH:17][CH:18]=1)=[O:12].CN(C)C=O.C(Cl)(=O)C([Cl:32])=O. (5) Given the product [Br:1][C:2]1[N:3]=[CH:4][C:5]([NH:8][C:9](=[O:29])[CH:10]([C:18]2[CH:23]=[CH:22][C:21]([S:24]([CH3:27])(=[O:25])=[O:26])=[C:20]([Cl:28])[CH:19]=2)[CH2:11][CH:12]2[CH2:16][CH2:15][C:14](=[N:33][O:32][CH3:31])[CH2:13]2)=[N:6][CH:7]=1, predict the reactants needed to synthesize it. The reactants are: [Br:1][C:2]1[N:3]=[CH:4][C:5]([NH:8][C:9](=[O:29])[CH:10]([C:18]2[CH:23]=[CH:22][C:21]([S:24]([CH3:27])(=[O:26])=[O:25])=[C:20]([Cl:28])[CH:19]=2)[CH2:11][CH:12]2[CH2:16][CH2:15][C:14](=O)[CH2:13]2)=[N:6][CH:7]=1.Cl.[CH3:31][O:32][NH2:33]. (6) Given the product [Cl:1][C:2]1[CH:7]=[C:6]([CH:5]=[CH:4][C:3]=1[CH:9]([CH3:25])[C:10]([C:16]1[CH:17]=[C:18]([CH3:24])[C:19](=[O:23])[N:20]([CH3:22])[CH:21]=1)([OH:15])[C:11]([F:13])([F:14])[F:12])[O:8][C:34]1[CH:33]=[CH:32][C:29]([C:30]#[N:31])=[CH:28][C:27]=1[F:26], predict the reactants needed to synthesize it. The reactants are: [Cl:1][C:2]1[CH:7]=[C:6]([OH:8])[CH:5]=[CH:4][C:3]=1[CH:9]([CH3:25])[C:10]([C:16]1[CH:17]=[C:18]([CH3:24])[C:19](=[O:23])[N:20]([CH3:22])[CH:21]=1)([OH:15])[C:11]([F:14])([F:13])[F:12].[F:26][C:27]1[CH:28]=[C:29]([CH:32]=[CH:33][C:34]=1F)[C:30]#[N:31].C(=O)([O-])[O-].[Cs+].[Cs+].